Predict the reaction yield, written as a fraction of the theoretical maximum amount of product (1.0 means a 100% yield; for example, 0.34 means a 34% yield). From a dataset of Reaction yield outcomes from USPTO patents with 853,638 reactions. (1) The reactants are C1C2C(=CC=CC=2)C=CC=1.[B:20]1([B:20]2[O:24][C:23]([CH3:26])([CH3:25])[C:22]([CH3:28])([CH3:27])[O:21]2)[O:24][C:23]([CH3:26])([CH3:25])[C:22]([CH3:28])([CH3:27])[O:21]1.[CH3:29][C:30]1([CH3:56])[C:34]([CH3:36])([CH3:35])[O:33][B:32]([C:37]2[CH:46]=[CH:45][C:44]3[C:39](=[CH:40][CH:41]=[C:42](B4OC(C)(C)C(C)(C)O4)[CH:43]=3)[CH:38]=2)[O:31]1. The catalyst is C1CCCCC1. The product is [CH3:35][C:34]1([CH3:36])[C:30]([CH3:29])([CH3:56])[O:31][B:32]([C:37]2[CH:46]=[CH:45][C:44]3[C:39](=[CH:40][C:41]([B:20]4[O:21][C:22]([CH3:27])([CH3:28])[C:23]([CH3:25])([CH3:26])[O:24]4)=[CH:42][CH:43]=3)[CH:38]=2)[O:33]1. The yield is 0.950. (2) The reactants are [NH2:1][C@:2]([CH3:13])([CH2:5][CH2:6][C:7]1[N:8]([CH3:12])[CH:9]=[CH:10][CH:11]=1)[CH2:3][OH:4].[C:14](OC(OC(C)(C)C)=O)(OC(C)(C)C)=[O:15].C(N(CC)CC)C.O. The catalyst is ClCCl.CN(C)C1C=CN=CC=1. The product is [CH3:13][C@@:2]1([CH2:5][CH2:6][C:7]2[N:8]([CH3:12])[CH:9]=[CH:10][CH:11]=2)[CH2:3][O:4][C:14](=[O:15])[NH:1]1. The yield is 0.530. (3) The reactants are FC(F)(F)C(O)=O.[CH:8]1([C:14]2([CH2:38][CH2:39][CH2:40][CH2:41][CH3:42])[CH2:17][N:16]([C:18](=[O:37])[C@H:19]([NH:29]C(=O)OC(C)(C)C)[CH2:20][C:21]3[CH:26]=[CH:25][C:24]([O:27][CH3:28])=[CH:23][CH:22]=3)[CH2:15]2)[CH2:13][CH2:12][CH2:11][CH2:10][CH2:9]1. The catalyst is ClCCl. The product is [NH2:29][C@H:19]([CH2:20][C:21]1[CH:22]=[CH:23][C:24]([O:27][CH3:28])=[CH:25][CH:26]=1)[C:18]([N:16]1[CH2:17][C:14]([CH:8]2[CH2:13][CH2:12][CH2:11][CH2:10][CH2:9]2)([CH2:38][CH2:39][CH2:40][CH2:41][CH3:42])[CH2:15]1)=[O:37]. The yield is 0.860. (4) The reactants are Br[C:2]1[CH:3]=[C:4]([CH:8]=[C:9]2[CH2:14][CH2:13][N:12]([C:15]([O:17][C:18]([CH3:21])([CH3:20])[CH3:19])=[O:16])[CH2:11][CH2:10]2)[CH:5]=[CH:6][CH:7]=1.[C:22]([C:24]1[CH:25]=[C:26](B(O)O)[CH:27]=[CH:28][CH:29]=1)#[N:23].C([O-])([O-])=O.[K+].[K+]. The catalyst is O1CCOCC1.O. The product is [C:22]([C:24]1[CH:29]=[C:28]([C:2]2[CH:7]=[CH:6][CH:5]=[C:4]([CH:8]=[C:9]3[CH2:14][CH2:13][N:12]([C:15]([O:17][C:18]([CH3:21])([CH3:20])[CH3:19])=[O:16])[CH2:11][CH2:10]3)[CH:3]=2)[CH:27]=[CH:26][CH:25]=1)#[N:23]. The yield is 0.850. (5) The reactants are C(OC([N:8]([C:26]1[CH:31]=[CH:30][N:29]=[C:28]([C:32]2[CH:37]=[CH:36][CH:35]=[C:34]([O:38][CH2:39][C:40]([NH:42][CH:43]([CH3:45])[CH3:44])=[O:41])[CH:33]=2)[N:27]=1)[C:9]1[CH:10]=[C:11]2[C:15](=[CH:16][C:17]=1[F:18])[N:14](C(OC(C)(C)C)=O)[N:13]=[CH:12]2)=O)(C)(C)C.[ClH:46].CCOC(C)=O. The catalyst is CCOC(C)=O. The product is [ClH:46].[F:18][C:17]1[CH:16]=[C:15]2[C:11]([CH:12]=[N:13][NH:14]2)=[CH:10][C:9]=1[NH:8][C:26]1[CH:31]=[CH:30][N:29]=[C:28]([C:32]2[CH:33]=[C:34]([CH:35]=[CH:36][CH:37]=2)[O:38][CH2:39][C:40]([NH:42][CH:43]([CH3:45])[CH3:44])=[O:41])[N:27]=1. The yield is 0.560. (6) The reactants are [Cl:1][C:2]1[CH:7]=[CH:6][C:5]([NH:8][C:9](=[O:14])[C:10]([CH3:13])([CH3:12])[CH3:11])=[C:4](I)[C:3]=1[C:16]([F:19])([F:18])[F:17].[CH:20]#[C:21][CH3:22]. The catalyst is [Cu](I)I.Cl[Pd](Cl)([P](C1C=CC=CC=1)(C1C=CC=CC=1)C1C=CC=CC=1)[P](C1C=CC=CC=1)(C1C=CC=CC=1)C1C=CC=CC=1.C(N(CC)CC)C. The product is [Cl:1][C:2]1[CH:7]=[CH:6][C:5]([NH:8][C:9](=[O:14])[C:10]([CH3:13])([CH3:12])[CH3:11])=[C:4]([C:20]#[C:21][CH3:22])[C:3]=1[C:16]([F:19])([F:18])[F:17]. The yield is 0.650. (7) The reactants are [C:1]1([N:7]2[C:12](=[O:13])[C:11]3[S:14][CH:15]=[C:16]([C:17]4[CH:22]=[CH:21][CH:20]=[CH:19][CH:18]=4)[C:10]=3[N:9]=[CH:8]2)[CH:6]=[CH:5]C=[CH:3][CH:2]=1.[NH2:23][C:24]1C(C2C=CC=CC=2)=CSC=1C(OC)=O.C(OCC)(OCC)OCC.CN1CCC(N)CC1. The catalyst is C(O)(=O)C. The product is [CH3:24][N:23]1[CH2:3][CH2:2][CH:1]([N:7]2[C:12](=[O:13])[C:11]3[S:14][CH:15]=[C:16]([C:17]4[CH:22]=[CH:21][CH:20]=[CH:19][CH:18]=4)[C:10]=3[N:9]=[CH:8]2)[CH2:6][CH2:5]1. The yield is 0.338.